Dataset: Peptide-MHC class II binding affinity with 134,281 pairs from IEDB. Task: Regression. Given a peptide amino acid sequence and an MHC pseudo amino acid sequence, predict their binding affinity value. This is MHC class II binding data. (1) The binding affinity (normalized) is 0.262. The peptide sequence is LNSYGSFQEFRSNHP. The MHC is DRB1_0101 with pseudo-sequence DRB1_0101. (2) The peptide sequence is EKKYFAATQEEPLAA. The MHC is DRB1_0101 with pseudo-sequence DRB1_0101. The binding affinity (normalized) is 0.585.